This data is from Full USPTO retrosynthesis dataset with 1.9M reactions from patents (1976-2016). The task is: Predict the reactants needed to synthesize the given product. Given the product [CH2:5]([N:12]1[CH:13]([CH3:17])[C@H:14]([CH3:15])[O:16][S:2]1(=[O:1])=[O:34])[C:6]1[CH:11]=[CH:10][CH:9]=[CH:8][CH:7]=1, predict the reactants needed to synthesize it. The reactants are: [O:1]=[S:2](Cl)Cl.[CH2:5]([NH:12][C@@H:13]([CH3:17])[CH:14]([OH:16])[CH3:15])[C:6]1[CH:11]=[CH:10][CH:9]=[CH:8][CH:7]=1.C(CC([OH:34])[C@@H](NCC1C=CC=CC=1)C)(C)(C)C.N1C=CN=C1.C(N(CC)CC)C.I([O-])(=O)(=O)=O.[Na+].